Dataset: Peptide-MHC class I binding affinity with 185,985 pairs from IEDB/IMGT. Task: Regression. Given a peptide amino acid sequence and an MHC pseudo amino acid sequence, predict their binding affinity value. This is MHC class I binding data. (1) The peptide sequence is AENLWVTVY. The MHC is HLA-B35:01 with pseudo-sequence HLA-B35:01. The binding affinity (normalized) is 0. (2) The peptide sequence is RVVEPIKQI. The MHC is HLA-B27:03 with pseudo-sequence HLA-B27:03. The binding affinity (normalized) is 0.0847. (3) The peptide sequence is PIQKETWETW. The MHC is HLA-B45:01 with pseudo-sequence HLA-B45:01. The binding affinity (normalized) is 0. (4) The peptide sequence is FYPINDDFY. The binding affinity (normalized) is 0.0847. The MHC is HLA-A02:01 with pseudo-sequence HLA-A02:01.